This data is from Reaction yield outcomes from USPTO patents with 853,638 reactions. The task is: Predict the reaction yield, written as a fraction of the theoretical maximum amount of product (1.0 means a 100% yield; for example, 0.34 means a 34% yield). (1) The reactants are [NH2:1][C:2]1[C:3](=[O:19])[N:4]([CH2:11][C:12]([O:14][C:15]([CH3:18])([CH3:17])[CH3:16])=[O:13])[C:5]([CH:8]([CH3:10])[CH3:9])=[CH:6][CH:7]=1.CN1CCOCC1.[C:27]1([CH3:37])[CH:32]=[CH:31][CH:30]=[C:29]([S:33](Cl)(=[O:35])=[O:34])[CH:28]=1. The catalyst is C(Cl)Cl. The product is [CH3:37][C:27]1[CH:28]=[C:29]([S:33]([NH:1][C:2]2[C:3](=[O:19])[N:4]([CH2:11][C:12]([O:14][C:15]([CH3:17])([CH3:16])[CH3:18])=[O:13])[C:5]([CH:8]([CH3:9])[CH3:10])=[CH:6][CH:7]=2)(=[O:35])=[O:34])[CH:30]=[CH:31][CH:32]=1. The yield is 0.880. (2) The reactants are [F:1][C:2]1[CH:3]=[CH:4][C:5](/[CH:28]=[CH:29]/[C:30]2[CH:35]=[CH:34][C:33]([O:36][CH3:37])=[CH:32][C:31]=2[CH3:38])=[C:6]([C:8]2[N:13]=[C:12]([N:14]3[C:18]([C:19]([F:22])([F:21])[F:20])=[C:17]([C:23]([O:25][CH2:26][CH3:27])=[O:24])[CH:16]=[N:15]3)[CH:11]=[CH:10][CH:9]=2)[CH:7]=1.OCC1(OC[C@@H](O)[C@@H](O)[C@H]1O)O. The catalyst is CO.[Pd]. The product is [F:1][C:2]1[CH:3]=[CH:4][C:5]([CH2:28][CH2:29][C:30]2[CH:35]=[CH:34][C:33]([O:36][CH3:37])=[CH:32][C:31]=2[CH3:38])=[C:6]([C:8]2[N:13]=[C:12]([N:14]3[C:18]([C:19]([F:22])([F:20])[F:21])=[C:17]([C:23]([O:25][CH2:26][CH3:27])=[O:24])[CH:16]=[N:15]3)[CH:11]=[CH:10][CH:9]=2)[CH:7]=1. The yield is 0.800. (3) The reactants are I[CH2:2][C:3]1([C:8]([O:10][CH3:11])=[O:9])[CH2:7][CH2:6][CH2:5][CH2:4]1.[NH:12]1[CH2:17][CH2:16][CH:15]([CH2:18][NH:19][C:20](=[O:26])[O:21][C:22]([CH3:25])([CH3:24])[CH3:23])[CH2:14][CH2:13]1.CCN(C(C)C)C(C)C. The catalyst is CN1CCCC1=O.C([O-])(O)=O.[Na+]. The product is [C:22]([O:21][C:20]([NH:19][CH2:18][CH:15]1[CH2:14][CH2:13][N:12]([CH2:2][C:3]2([C:8]([O:10][CH3:11])=[O:9])[CH2:7][CH2:6][CH2:5][CH2:4]2)[CH2:17][CH2:16]1)=[O:26])([CH3:25])([CH3:23])[CH3:24]. The yield is 0.670. (4) The reactants are C1(P(=[CH:20][C:21]([O:23][CH3:24])=[O:22])(C2C=CC=CC=2)C2C=CC=CC=2)C=CC=CC=1.[Br:25][C:26]1[S:30][C:29]([CH:31]=O)=[CH:28][CH:27]=1.O. The catalyst is C1(C)C=CC=CC=1. The product is [Br:25][C:26]1[S:30][C:29]([CH:31]=[CH:20][C:21]([O:23][CH3:24])=[O:22])=[CH:28][CH:27]=1. The yield is 0.820. (5) The reactants are [C:1]([C:3]1[CH:8]=[CH:7][C:6]([C:9]2[CH:13]=[C:12]([C:14]([O:16]CC)=[O:15])[N:11]([CH3:19])[N:10]=2)=[CH:5][CH:4]=1)#[N:2].[Li+].[OH-].O.Cl. The catalyst is C1COCC1.CO. The product is [C:1]([C:3]1[CH:4]=[CH:5][C:6]([C:9]2[CH:13]=[C:12]([C:14]([OH:16])=[O:15])[N:11]([CH3:19])[N:10]=2)=[CH:7][CH:8]=1)#[N:2]. The yield is 0.883. (6) The reactants are N1C2C(=CC=CC=2)C(C2CCC(=O)CC2)=C1.O1[C:21]2([CH2:26][CH2:25][CH:24]([C:27]3[C:35]4[C:30](=[CH:31][CH:32]=[C:33]([Cl:36])[CH:34]=4)[NH:29][CH:28]=3)[CH2:23][CH2:22]2)[O:20]CC1. The yield is 0.600. The product is [Cl:36][C:33]1[CH:34]=[C:35]2[C:30](=[CH:31][CH:32]=1)[NH:29][CH:28]=[C:27]2[CH:24]1[CH2:23][CH2:22][C:21](=[O:20])[CH2:26][CH2:25]1. No catalyst specified. (7) The reactants are [Br:1][C:2]1[CH:3]=[C:4]([CH:8]2[CH2:11][C:10](=O)[CH2:9]2)[CH:5]=[CH:6][CH:7]=1.[CH2:13]([O:15][C:16](=[O:37])[CH:17]=P(C1C=CC=CC=1)(C1C=CC=CC=1)C1C=CC=CC=1)[CH3:14]. The catalyst is ClCCl. The product is [CH2:13]([O:15][C:16](=[O:37])[CH:17]=[C:10]1[CH2:11][CH:8]([C:4]2[CH:5]=[CH:6][CH:7]=[C:2]([Br:1])[CH:3]=2)[CH2:9]1)[CH3:14]. The yield is 0.890. (8) The reactants are [C:9](O[C:9]([O:11][C:12]([CH3:15])([CH3:14])[CH3:13])=[O:10])([O:11][C:12]([CH3:15])([CH3:14])[CH3:13])=[O:10].[N+:16]([C:19]1[CH:29]=[CH:28][C:22]2[CH2:23][CH2:24][NH:25][CH2:26][CH2:27][C:21]=2[CH:20]=1)([O-:18])=[O:17].C(N(CC)CC)C. The catalyst is ClCCl. The product is [C:12]([O:11][C:9]([N:25]1[CH2:26][CH2:27][C:21]2[CH:20]=[C:19]([N+:16]([O-:18])=[O:17])[CH:29]=[CH:28][C:22]=2[CH2:23][CH2:24]1)=[O:10])([CH3:13])([CH3:14])[CH3:15]. The yield is 0.530. (9) The reactants are [C:1]1(=[O:14])[N:5]([CH2:6][CH2:7][OH:8])[C:4](=[O:9])[C:3]2=[CH:10][CH:11]=[CH:12][CH:13]=[C:2]12.[H-].[Na+].[CH2:17](Br)[C:18]#[CH:19].CO. The catalyst is CN(C)C=O. The product is [C:4]1(=[O:9])[N:5]([CH2:6][CH2:7][O:8][CH2:19][C:18]#[CH:17])[C:1](=[O:14])[C:2]2=[CH:13][CH:12]=[CH:11][CH:10]=[C:3]12. The yield is 0.362. (10) The reactants are [CH2:1]([O:3][CH:4]=[CH:5][C:6](=[O:11])[C:7]([F:10])([F:9])[F:8])[CH3:2].C(O)C[OH:14]. The catalyst is C1(C)C=CC=CC=1.O.CC1C=CC(S(O)(=O)=O)=CC=1. The product is [O:3]1[CH2:1][CH2:2][O:14][CH:4]1[CH2:5][C:6](=[O:11])[C:7]([F:9])([F:10])[F:8]. The yield is 0.670.